From a dataset of Forward reaction prediction with 1.9M reactions from USPTO patents (1976-2016). Predict the product of the given reaction. (1) Given the reactants [C:1]([C:11]1[O:12][C:13]2[CH:20]=[CH:19][C:18]([O:21][CH3:22])=[C:17]([Cl:23])[C:14]=2[C:15]=1[NH2:16])(=[O:10])[CH:2]=[CH:3][C:4]1[CH:9]=[CH:8][CH:7]=[CH:6][CH:5]=1.O, predict the reaction product. The product is: [Cl:23][C:17]1[C:14]2[C:15]3[NH:16][CH:3]([C:4]4[CH:5]=[CH:6][CH:7]=[CH:8][CH:9]=4)[CH2:2][C:1](=[O:10])[C:11]=3[O:12][C:13]=2[CH:20]=[CH:19][C:18]=1[O:21][CH3:22]. (2) Given the reactants [CH3:1][C:2]1[S:3][CH:4]=[CH:5][C:6]=1[C:7]([OH:9])=[O:8].[Cl:10][S:11](O)(=[O:13])=[O:12], predict the reaction product. The product is: [Cl:10][S:11]([C:4]1[S:3][C:2]([CH3:1])=[C:6]([C:7]([OH:9])=[O:8])[CH:5]=1)(=[O:13])=[O:12]. (3) The product is: [CH2:1]([O:3][C:4](=[O:24])[CH2:5][C@@H:6]([NH:13][C:14]1[C:19]([N+:20]([O-:22])=[O:21])=[CH:18][CH:17]=[C:16]([C:32]#[N:33])[N:15]=1)[C:7]1[CH:12]=[CH:11][CH:10]=[CH:9][CH:8]=1)[CH3:2]. Given the reactants [CH2:1]([O:3][C:4](=[O:24])[CH2:5][C@@H:6]([NH:13][C:14]1[C:19]([N+:20]([O-:22])=[O:21])=[CH:18][CH:17]=[C:16](Cl)[N:15]=1)[C:7]1[CH:12]=[CH:11][CH:10]=[CH:9][CH:8]=1)[CH3:2].O.CCOC(C)=O.[CH3:32][N:33](C=O)C, predict the reaction product. (4) Given the reactants [CH:1]1([CH2:4][CH2:5][O:6][C:7]2[N:15]=[C:14]3[C:10]([N:11]=[C:12]([O:22]C)[N:13]3[CH2:16][CH:17]3[CH2:21][CH2:20][O:19][CH2:18]3)=[C:9]([NH2:24])[N:8]=2)[CH2:3][CH2:2]1.Cl.[OH-].[Na+], predict the reaction product. The product is: [NH2:24][C:9]1[N:8]=[C:7]([O:6][CH2:5][CH2:4][CH:1]2[CH2:3][CH2:2]2)[N:15]=[C:14]2[C:10]=1[NH:11][C:12](=[O:22])[N:13]2[CH2:16][CH:17]1[CH2:21][CH2:20][O:19][CH2:18]1. (5) Given the reactants [NH2:1][CH:2]([CH:26]1[CH2:28][CH2:27]1)[CH2:3][CH2:4][N:5]1[C:13]([S:14][C:15]2[C:23]([Br:24])=[CH:22][C:18]3[O:19][CH2:20][O:21][C:17]=3[CH:16]=2)=[N:12][C:11]2[C:6]1=[N:7][CH:8]=[N:9][C:10]=2[NH2:25].NC(C1CC1)CCN1C2C(N=C(SC3C(Br)=C[C:46]4[O:47]CO[C:45]=4C=3)N=2)=C(N)N=C1.C(Cl)(=O)C.CCN(CC)CC, predict the reaction product. The product is: [NH2:25][C:10]1[N:9]=[CH:8][N:7]=[C:6]2[C:11]=1[N:12]=[C:13]([S:14][C:15]1[C:23]([Br:24])=[CH:22][C:18]3[O:19][CH2:20][O:21][C:17]=3[CH:16]=1)[N:5]2[CH2:4][CH2:3][CH:2]([NH:1][C:46](=[O:47])[CH3:45])[CH:26]1[CH2:28][CH2:27]1. (6) Given the reactants [C:1]([P:5]([C:7]([CH3:10])([CH3:9])[CH3:8])Cl)([CH3:4])([CH3:3])[CH3:2].ClCCl.[OH2:14], predict the reaction product. The product is: [C:1]([PH:5](=[O:14])[C:7]([CH3:10])([CH3:9])[CH3:8])([CH3:4])([CH3:3])[CH3:2]. (7) Given the reactants [C:1](/[CH:3]=[CH:4]/[S:5]([C:8]1[CH:13]=[CH:12][C:11]([C:14]2([C:17]([OH:19])=O)[CH2:16][CH2:15]2)=[CH:10][CH:9]=1)(=[O:7])=[O:6])#[N:2].[F:20][C:21]1[CH:28]=[CH:27][C:24]([CH2:25][NH2:26])=[CH:23][CH:22]=1.Cl.CN(C)CCCN=C=NCC.ON1C2C=CC=CC=2N=N1, predict the reaction product. The product is: [F:20][C:21]1[CH:28]=[CH:27][C:24]([CH2:25][NH:26][C:17]([C:14]2([C:11]3[CH:10]=[CH:9][C:8]([S:5](/[CH:4]=[CH:3]/[C:1]#[N:2])(=[O:6])=[O:7])=[CH:13][CH:12]=3)[CH2:15][CH2:16]2)=[O:19])=[CH:23][CH:22]=1. (8) Given the reactants [NH:1]1[CH:8]=[CH:7][C:5]([NH2:6])=[N:4][C:2]1=[O:3].[CH2:9](N)[C:10]1[O:14][CH:13]=[CH:12][CH:11]=1.[Cl-].[NH4+], predict the reaction product. The product is: [CH2:9]([NH:6][C:5]1[CH:7]=[CH:8][NH:1][C:2](=[O:3])[N:4]=1)[C:10]1[O:14][CH:13]=[CH:12][CH:11]=1. (9) The product is: [Cl:1][C:2]1[N:7]=[C:6]([N:12]2[CH2:11][CH2:10][N:9]([C:15]([O:17][C:18]([CH3:21])([CH3:20])[CH3:19])=[O:16])[CH2:14][CH2:13]2)[CH:5]=[CH:4][N:3]=1. Given the reactants [Cl:1][C:2]1[N:7]=[C:6](Cl)[CH:5]=[CH:4][N:3]=1.[N:9]1([C:15]([O:17][C:18]([CH3:21])([CH3:20])[CH3:19])=[O:16])[CH2:14][CH2:13][NH:12][CH2:11][CH2:10]1.C(=O)([O-])O.[Na+], predict the reaction product. (10) Given the reactants [CH2:1]([O:3][C:4]([C:6]1[CH:11]=[CH:10][C:9]([C:12]2[N:16]3[N:17]=[CH:18][CH:19]=[C:20]([N:21]4[CH2:26][CH2:25][O:24][CH2:23][CH2:22]4)[C:15]3=N[C:13]=2[CH:27]2[CH2:30][N:29](C(OC(C)(C)C)=O)[CH2:28]2)=[CH:8][CH:7]=1)=[O:5])[CH3:2].[C:38]([OH:44])([C:40]([F:43])([F:42])[F:41])=[O:39], predict the reaction product. The product is: [F:41][C:40]([F:43])([F:42])[C:38]([OH:44])=[O:39].[NH:29]1[CH2:28][CH:27]([C:13]2[CH:38]=[C:15]3[C:20]([N:21]4[CH2:22][CH2:23][O:24][CH2:25][CH2:26]4)=[CH:19][CH:18]=[N:17][N:16]3[C:12]=2[C:9]2[CH:8]=[CH:7][C:6]([C:4]([O:3][CH2:1][CH3:2])=[O:5])=[CH:11][CH:10]=2)[CH2:30]1.